Dataset: Catalyst prediction with 721,799 reactions and 888 catalyst types from USPTO. Task: Predict which catalyst facilitates the given reaction. (1) Reactant: [C:1]1([CH2:11][CH2:12][C:13]([OH:15])=O)[C:10]2[C:5](=[CH:6][CH:7]=[CH:8][CH:9]=2)[CH:4]=[CH:3][CH:2]=1.CN(C(ON1N=NC2C=CC=CC1=2)=[N+](C)C)C.F[P-](F)(F)(F)(F)F.[NH2:40][C:41]1[CH:49]=[CH:48][CH:47]=[CH:46][C:42]=1[C:43]([OH:45])=[O:44].C(N(CC)CC)C. Product: [C:1]1([CH2:11][CH2:12][C:13]([NH:40][C:41]2[CH:49]=[CH:48][CH:47]=[CH:46][C:42]=2[C:43]([OH:45])=[O:44])=[O:15])[C:10]2[C:5](=[CH:6][CH:7]=[CH:8][CH:9]=2)[CH:4]=[CH:3][CH:2]=1. The catalyst class is: 47. (2) Reactant: [O:1]1[C:10]2[CH:9]=[C:8]([CH2:11][NH:12][CH:13]3[CH2:18][CH2:17][N:16]([CH2:19][CH2:20][N:21]4[C:30]5[C:25](=[N:26][CH:27]=[C:28]([C:31]#[N:32])[CH:29]=5)[CH:24]=[CH:23][C:22]4=[O:33])[CH2:15][CH2:14]3)[N:7]=[CH:6][C:5]=2[O:4][CH2:3][CH2:2]1.[ClH:34].C(OCC)(=O)C.C(OCC)(=O)C. Product: [ClH:34].[O:1]1[C:10]2[CH:9]=[C:8]([CH2:11][NH:12][CH:13]3[CH2:14][CH2:15][N:16]([CH2:19][CH2:20][N:21]4[C:30]5[C:25](=[N:26][CH:27]=[C:28]([C:31]#[N:32])[CH:29]=5)[CH:24]=[CH:23][C:22]4=[O:33])[CH2:17][CH2:18]3)[N:7]=[CH:6][C:5]=2[O:4][CH2:3][CH2:2]1. The catalyst class is: 15. (3) Reactant: [F:1][C:2]1[CH:3]=[N:4][N:5]([C:7]2([C:10](=[NH:14])OCC)[CH2:9][CH2:8]2)[CH:6]=1.N[C:16]1[C:21]([NH2:22])=[CH:20][N:19]=[C:18]([N:23]2[CH2:28][CH2:27][CH2:26][C@@H:25]([C:29]([N:31]3[CH2:35][CH2:34][CH2:33][CH2:32]3)=[O:30])[CH2:24]2)[N:17]=1. Product: [F:1][C:2]1[CH:3]=[N:4][N:5]([C:7]2([C:10]3[NH:14][C:20]4[C:21]([N:22]=3)=[CH:16][N:17]=[C:18]([N:23]3[CH2:28][CH2:27][CH2:26][C@@H:25]([C:29]([N:31]5[CH2:35][CH2:34][CH2:33][CH2:32]5)=[O:30])[CH2:24]3)[N:19]=4)[CH2:8][CH2:9]2)[CH:6]=1. The catalyst class is: 15.